Dataset: Catalyst prediction with 721,799 reactions and 888 catalyst types from USPTO. Task: Predict which catalyst facilitates the given reaction. (1) Reactant: [Cl:1][C:2]1[C:7]([N+:8]([O-:10])=[O:9])=[C:6](Cl)[CH:5]=[C:4]([CH3:12])[N:3]=1.C(N(CC)CC)C.[CH3:20][O:21][CH2:22][CH2:23][NH2:24]. Product: [Cl:1][C:2]1[C:7]([N+:8]([O-:10])=[O:9])=[C:6]([NH:24][CH2:23][CH2:22][O:21][CH3:20])[CH:5]=[C:4]([CH3:12])[N:3]=1. The catalyst class is: 9. (2) Reactant: Cl[C:2]1[C:3]2[S:11][CH:10]=[CH:9][C:4]=2[N:5]=[C:6]([CH3:8])[N:7]=1.C(O)(C)C.[CH3:16][O:17][C:18]1[CH:24]=[CH:23][C:22]([O:25][CH3:26])=[CH:21][C:19]=1[NH2:20].Cl. Product: [CH3:16][O:17][C:18]1[CH:24]=[CH:23][C:22]([O:25][CH3:26])=[CH:21][C:19]=1[NH:20][C:2]1[C:3]2[S:11][CH:10]=[CH:9][C:4]=2[N:5]=[C:6]([CH3:8])[N:7]=1. The catalyst class is: 316. (3) Reactant: [C:1]1(C)C=CC(S(O)(=O)=O)=CC=1.C(OC(=O)C(=N[NH:19][C:20]1[CH:25]=[C:24]([CH3:26])[C:23]([O:27][C:28]2[CH:33]=[CH:32][C:31]([OH:34])=[C:30]([C:35](=[O:42])[N:36]([CH:38]3[CH2:41][CH2:40][CH2:39]3)[CH3:37])[CH:29]=2)=[C:22]([CH3:43])[CH:21]=1)C)C.C([O-])(O)=O.[Na+].[CH3:50][CH2:51][O:52][C:53]([CH3:55])=[O:54]. Product: [CH2:51]([O:52][C:53]([C:55]1[NH:19][C:20]2[C:21]([CH:1]=1)=[C:22]([CH3:43])[C:23]([O:27][C:28]1[CH:33]=[CH:32][C:31]([OH:34])=[C:30]([C:35](=[O:42])[N:36]([CH:38]3[CH2:41][CH2:40][CH2:39]3)[CH3:37])[CH:29]=1)=[C:24]([CH3:26])[CH:25]=2)=[O:54])[CH3:50]. The catalyst class is: 11. (4) Product: [CH3:1][N:2]([CH3:3])[C:29](=[O:30])[CH2:28][C:25]1[CH:26]=[CH:27][C:22]([NH:21][C:19](=[O:20])/[CH:18]=[CH:17]/[C:12]2[CH:13]=[N:14][N:15]([CH3:16])[C:11]=2[C:8]2[CH:7]=[CH:6][C:5]([F:4])=[CH:10][CH:9]=2)=[CH:23][CH:24]=1. The catalyst class is: 145. Reactant: [CH3:1][NH:2][CH3:3].[F:4][C:5]1[CH:10]=[CH:9][C:8]([C:11]2[N:15]([CH3:16])[N:14]=[CH:13][C:12]=2/[CH:17]=[CH:18]/[C:19]([NH:21][C:22]2[CH:27]=[CH:26][C:25]([CH2:28][C:29](O)=[O:30])=[CH:24][CH:23]=2)=[O:20])=[CH:7][CH:6]=1.O.ON1C2C=CC=CC=2N=N1.Cl.C(N=C=NCCCN(C)C)C. (5) Reactant: [CH3:1][Si](C=[N+]=[N-])(C)C.[F:8][C:9]([F:39])([F:38])[C:10]1[CH:11]=[C:12]([C@H:20]([O:22][C@@H:23]2[C@@H:28]([C:29]3[CH:34]=[CH:33][CH:32]=[CH:31][CH:30]=3)[C@H:27]([C:35]([OH:37])=[O:36])[CH2:26][CH2:25][O:24]2)[CH3:21])[CH:13]=[C:14]([C:16]([F:19])([F:18])[F:17])[CH:15]=1. Product: [F:39][C:9]([F:38])([F:8])[C:10]1[CH:11]=[C:12]([C@H:20]([O:22][C@@H:23]2[C@@H:28]([C:29]3[CH:34]=[CH:33][CH:32]=[CH:31][CH:30]=3)[C@H:27]([C:35]([O:37][CH3:1])=[O:36])[CH2:26][CH2:25][O:24]2)[CH3:21])[CH:13]=[C:14]([C:16]([F:17])([F:18])[F:19])[CH:15]=1. The catalyst class is: 442. (6) Reactant: [F:1][C:2]1[CH:10]=[C:9]([Br:11])[CH:8]=[CH:7][C:3]=1[CH:4]=[N:5][OH:6].[Cl:12]N1C(=O)CCC1=O. Product: [F:1][C:2]1[CH:10]=[C:9]([Br:11])[CH:8]=[CH:7][C:3]=1[C:4](=[N:5][OH:6])[Cl:12]. The catalyst class is: 3. (7) Reactant: [CH2:1]([O:8][CH2:9][C:10](=O)[CH2:11][C:12]([O:14]C)=[O:13])[C:2]1[CH:7]=[CH:6][CH:5]=[CH:4][CH:3]=1.[N:17]([C:20]1[CH:25]=[CH:24][CH:23]=[CH:22][CH:21]=1)=[N+:18]=[N-:19].C[O-].[Na+].[OH-].[Na+]. Product: [CH2:1]([O:8][CH2:9][C:10]1[N:17]([C:20]2[CH:25]=[CH:24][CH:23]=[CH:22][CH:21]=2)[N:18]=[N:19][C:11]=1[C:12]([OH:14])=[O:13])[C:2]1[CH:3]=[CH:4][CH:5]=[CH:6][CH:7]=1. The catalyst class is: 5.